From a dataset of Peptide-MHC class I binding affinity with 185,985 pairs from IEDB/IMGT. Regression. Given a peptide amino acid sequence and an MHC pseudo amino acid sequence, predict their binding affinity value. This is MHC class I binding data. The peptide sequence is RYMGEDGCW. The MHC is HLA-A23:01 with pseudo-sequence HLA-A23:01. The binding affinity (normalized) is 0.282.